This data is from NCI-60 drug combinations with 297,098 pairs across 59 cell lines. The task is: Regression. Given two drug SMILES strings and cell line genomic features, predict the synergy score measuring deviation from expected non-interaction effect. Cell line: ACHN. Drug 2: C1CCC(C1)C(CC#N)N2C=C(C=N2)C3=C4C=CNC4=NC=N3. Synergy scores: CSS=-0.416, Synergy_ZIP=-0.848, Synergy_Bliss=-0.178, Synergy_Loewe=-2.68, Synergy_HSA=-2.08. Drug 1: CC12CCC(CC1=CCC3C2CCC4(C3CC=C4C5=CN=CC=C5)C)O.